This data is from Full USPTO retrosynthesis dataset with 1.9M reactions from patents (1976-2016). The task is: Predict the reactants needed to synthesize the given product. Given the product [F:45][C:46]1[CH:47]=[C:48]([CH:62]=[CH:63][CH:64]=1)[CH2:49][NH:50][C:51](=[O:52])[NH:53][C:54]1[S:55][CH:56]=[C:57]([CH2:59][N:60]([CH3:61])[C:10]([C:9]2[C:5]([C:3]([O:2][CH3:1])=[O:4])=[N:6][O:7][C:8]=2[CH3:13])=[O:12])[N:58]=1, predict the reactants needed to synthesize it. The reactants are: [CH3:1][O:2][C:3]([C:5]1[C:9]([C:10]([OH:12])=O)=[C:8]([CH3:13])[O:7][N:6]=1)=[O:4].C(N(C(C)C)CC)(C)C.CN(C(ON1N=NC2C=CC=CC1=2)=[N+](C)C)C.[B-](F)(F)(F)F.[F:45][C:46]1[CH:47]=[C:48]([CH:62]=[CH:63][CH:64]=1)[CH2:49][NH:50][C:51]([NH:53][C:54]1[S:55][CH:56]=[C:57]([CH2:59][NH:60][CH3:61])[N:58]=1)=[O:52].